From a dataset of Peptide-MHC class I binding affinity with 185,985 pairs from IEDB/IMGT. Regression. Given a peptide amino acid sequence and an MHC pseudo amino acid sequence, predict their binding affinity value. This is MHC class I binding data. (1) The peptide sequence is RKRRWRRRWQ. The binding affinity (normalized) is 0.204. The MHC is HLA-B27:05 with pseudo-sequence HLA-B27:05. (2) The MHC is HLA-A02:03 with pseudo-sequence HLA-A02:03. The binding affinity (normalized) is 0. The peptide sequence is STTSAGPCR. (3) The peptide sequence is IELDEIGEDA. The MHC is Mamu-A11 with pseudo-sequence Mamu-A11. The binding affinity (normalized) is 0.382. (4) The MHC is HLA-B07:02 with pseudo-sequence HLA-B07:02. The binding affinity (normalized) is 0.142. The peptide sequence is EMKTDAATLAQ. (5) The binding affinity (normalized) is 0.000210. The MHC is HLA-B51:01 with pseudo-sequence HLA-B51:01. The peptide sequence is LPTYLSSRAK. (6) The peptide sequence is YPITADKRI. The MHC is HLA-A02:01 with pseudo-sequence HLA-A02:01. The binding affinity (normalized) is 0.0847. (7) The peptide sequence is VTSSVSSGY. The MHC is HLA-A02:19 with pseudo-sequence HLA-A02:19. The binding affinity (normalized) is 0.0847. (8) The peptide sequence is YFSGIMVRL. The MHC is HLA-B40:01 with pseudo-sequence HLA-B40:01. The binding affinity (normalized) is 0.340. (9) The peptide sequence is AHYEEDVNL. The MHC is HLA-B48:01 with pseudo-sequence HLA-B48:01. The binding affinity (normalized) is 0.0847.